Dataset: Forward reaction prediction with 1.9M reactions from USPTO patents (1976-2016). Task: Predict the product of the given reaction. (1) Given the reactants ClC1C=C([C:9]2[N:13]3[C:14]4[N:22]=[C:21]([O:23][CH3:24])[CH:20]=[CH:19][C:15]=4[N:16]=[C:17]([CH3:18])[C:12]3=[C:11]([CH3:25])[N:10]=2)C=C(Cl)C=1.[CH3:26][O:27][C:28]1[CH:33]=[CH:32][N:31]=[CH:30][C:29]=1B(O)O, predict the reaction product. The product is: [CH3:24][O:23][C:21]1[CH:20]=[CH:19][C:15]2[N:16]=[C:17]([CH3:18])[C:12]3[N:13]([C:9]([C:29]4[CH:30]=[N:31][CH:32]=[CH:33][C:28]=4[O:27][CH3:26])=[N:10][C:11]=3[CH3:25])[C:14]=2[N:22]=1. (2) Given the reactants Cl.[Cl:2][C:3]1[CH:8]=[CH:7][C:6]([CH:9]2[CH:13]([C:14]3[CH:19]=[CH:18][C:17]([Cl:20])=[CH:16][CH:15]=3)[N:12]([C:21]([N:23]3[CH2:28][CH2:27][N:26]([CH2:29]CC#N)[CH2:25][CH2:24]3)=[O:22])[C:11]([C:33]3[CH:38]=[CH:37][C:36]([C:39]([F:42])([F:41])[F:40])=[CH:35][C:34]=3[O:43][CH2:44][CH3:45])=[N:10]2)=[CH:5][CH:4]=1.C(Cl)(Cl)=[O:47].[NH:50]1[CH2:55][CH2:54][NH:53][CH2:52][C:51]1=[O:56].C(N(C(C)C)CC)(C)C, predict the reaction product. The product is: [Cl:2][C:3]1[CH:8]=[CH:7][C:6]([CH:9]2[CH:13]([C:14]3[CH:15]=[CH:16][C:17]([Cl:20])=[CH:18][CH:19]=3)[N:12]([C:21]([N:23]3[CH2:28][CH2:27][N:26]([C:29]([N:53]4[CH2:54][CH2:55][NH:50][C:51](=[O:56])[CH2:52]4)=[O:47])[CH2:25][CH2:24]3)=[O:22])[C:11]([C:33]3[CH:38]=[CH:37][C:36]([C:39]([F:42])([F:40])[F:41])=[CH:35][C:34]=3[O:43][CH2:44][CH3:45])=[N:10]2)=[CH:5][CH:4]=1.